Dataset: Forward reaction prediction with 1.9M reactions from USPTO patents (1976-2016). Task: Predict the product of the given reaction. (1) Given the reactants [CH2:1]([N:8]1[C:16]2[CH:15]=[C:14]([CH3:17])[N:13]=[C:12]([N:18](CC3C=CC=CC=3)CC3C=CC=CC=3)[C:11]=2[NH:10][C:9]1=[O:33])[C:2]1[CH:7]=[CH:6][CH:5]=[CH:4][CH:3]=1, predict the reaction product. The product is: [NH2:18][C:12]1[C:11]2[NH:10][C:9](=[O:33])[N:8]([CH2:1][C:2]3[CH:7]=[CH:6][CH:5]=[CH:4][CH:3]=3)[C:16]=2[CH:15]=[C:14]([CH3:17])[N:13]=1. (2) Given the reactants [F:1][C:2]1[CH:7]=[C:6]([CH2:8][CH2:9][CH2:10][CH2:11]O)[CH:5]=[C:4]([F:13])[C:3]=1[CH:14]([C:18]([O-:20])=[O:19])[C:15]([O-:17])=[O:16].C([N:23]([CH2:26]C)[CH2:24]C)C.CS(Cl)(=O)=O.[CH2:33](NCC)[CH3:34].O1CC[CH2:40][CH2:39]1, predict the reaction product. The product is: [CH3:26][N:23]([CH3:24])[CH2:11][CH2:10][CH2:9][CH2:8][C:6]1[CH:7]=[C:2]([F:1])[C:3]([CH:14]([C:18]([O:20][CH2:39][CH3:40])=[O:19])[C:15]([O:17][CH2:33][CH3:34])=[O:16])=[C:4]([F:13])[CH:5]=1. (3) Given the reactants [OH:1][C:2]1[CH:3]=[CH:4][C:5]2[C:17](=[O:18])[C:16]3[C:15]4[C:10](=[CH:11][C:12]([C:19]#[N:20])=[CH:13][CH:14]=4)[NH:9][C:8]=3[C:7]([CH3:22])([CH3:21])[C:6]=2[CH:23]=1.[Br:24][CH2:25][CH2:26]O, predict the reaction product. The product is: [Br:24][CH2:25][CH2:26][O:1][C:2]1[CH:3]=[CH:4][C:5]2[C:17](=[O:18])[C:16]3[C:15]4[C:10](=[CH:11][C:12]([C:19]#[N:20])=[CH:13][CH:14]=4)[NH:9][C:8]=3[C:7]([CH3:21])([CH3:22])[C:6]=2[CH:23]=1.